Dataset: Catalyst prediction with 721,799 reactions and 888 catalyst types from USPTO. Task: Predict which catalyst facilitates the given reaction. Reactant: [C:1]([C:3]1[C:8]([O:9][CH:10]2[CH2:15][CH2:14][N:13](C(OC(C)(C)C)=O)[CH2:12][CH2:11]2)=[CH:7][C:6](=[O:23])[N:5]([C:24]2[CH:29]=[CH:28][C:27]([S:30]([CH3:33])(=[O:32])=[O:31])=[CH:26][CH:25]=2)[N:4]=1)#[N:2].[ClH:34].O1CCOCC1.CCOCC. Product: [ClH:34].[CH3:33][S:30]([C:27]1[CH:26]=[CH:25][C:24]([N:5]2[C:6](=[O:23])[CH:7]=[C:8]([O:9][CH:10]3[CH2:15][CH2:14][NH:13][CH2:12][CH2:11]3)[C:3]([C:1]#[N:2])=[N:4]2)=[CH:29][CH:28]=1)(=[O:32])=[O:31]. The catalyst class is: 2.